Task: Predict the reaction yield, written as a fraction of the theoretical maximum amount of product (1.0 means a 100% yield; for example, 0.34 means a 34% yield).. Dataset: Reaction yield outcomes from USPTO patents with 853,638 reactions (1) The reactants are [CH2:1]([NH:8][C:9](=[O:27])[N:10]([CH3:26])[C:11]1[CH:16]=[CH:15][CH:14]=[C:13](B2OC(C)(C)C(C)(C)O2)[CH:12]=1)[CH2:2][CH2:3][CH2:4][CH2:5][CH2:6][CH3:7].Br[C:29]1[CH:41]=[CH:40][C:32]([CH:33]=[CH:34][C:35]([O:37][CH2:38][CH3:39])=[O:36])=[CH:31][CH:30]=1.CN(C)C=O.P([O-])([O-])([O-])=O.[K+].[K+].[K+]. The catalyst is C1C=CC([P]([Pd]([P](C2C=CC=CC=2)(C2C=CC=CC=2)C2C=CC=CC=2)([P](C2C=CC=CC=2)(C2C=CC=CC=2)C2C=CC=CC=2)[P](C2C=CC=CC=2)(C2C=CC=CC=2)C2C=CC=CC=2)(C2C=CC=CC=2)C2C=CC=CC=2)=CC=1.O. The product is [CH2:1]([NH:8][C:9](=[O:27])[N:10]([C:11]1[CH:12]=[C:13]([C:29]2[CH:41]=[CH:40][C:32]([CH:33]=[CH:34][C:35]([O:37][CH2:38][CH3:39])=[O:36])=[CH:31][CH:30]=2)[CH:14]=[CH:15][CH:16]=1)[CH3:26])[CH2:2][CH2:3][CH2:4][CH2:5][CH2:6][CH3:7]. The yield is 0.750. (2) The reactants are [CH3:1][O:2][C:3](=[O:8])[CH2:4][CH2:5][C:6]#[N:7].C[Si]([N:13]=[N+:14]=[N-:15])(C)C. The catalyst is C1(C)C=CC=CC=1. The product is [NH:13]1[C:6]([CH2:5][CH2:4][C:3]([O:2][CH3:1])=[O:8])=[N:7][N:15]=[N:14]1. The yield is 0.940. (3) The reactants are [Cl:1][C:2]1[CH:7]=[CH:6][C:5]([C:8]2[C:12]([CH2:13][O:14][C:15]3[CH:23]=[CH:22][C:18]([C:19]([OH:21])=O)=[CH:17][N:16]=3)=[CH:11][O:10][N:9]=2)=[CH:4][CH:3]=1.[NH2:24][CH2:25][C:26]([CH3:30])([CH3:29])[CH2:27][OH:28]. No catalyst specified. The product is [Cl:1][C:2]1[CH:3]=[CH:4][C:5]([C:8]2[C:12]([CH2:13][O:14][C:15]3[CH:23]=[CH:22][C:18]([C:19]([NH:24][CH2:25][C:26]([CH3:30])([CH3:29])[CH2:27][OH:28])=[O:21])=[CH:17][N:16]=3)=[CH:11][O:10][N:9]=2)=[CH:6][CH:7]=1. The yield is 0.600. (4) The reactants are [C:1]([C:5]1[CH:10]=[C:9]([C:11]([F:14])([F:13])[F:12])[C:8]([N+:15]([O-])=O)=[CH:7][C:6]=1[O:18][CH3:19])([CH3:4])([CH3:3])[CH3:2].C([O-])=O.[NH4+]. The catalyst is CCO.[Pd]. The product is [C:1]([C:5]1[CH:10]=[C:9]([C:11]([F:14])([F:12])[F:13])[C:8]([NH2:15])=[CH:7][C:6]=1[O:18][CH3:19])([CH3:4])([CH3:2])[CH3:3]. The yield is 0.950. (5) The reactants are [CH3:1][C:2]1[CH:7]=[CH:6][C:5]([C:8]2[CH:13]=[C:12]([N+:14]([O-:16])=[O:15])[CH:11]=[C:10]([C:17]([OH:19])=[O:18])[CH:9]=2)=[CH:4][CH:3]=1.O=S(Cl)Cl.[CH3:24]O. No catalyst specified. The product is [CH3:24][O:18][C:17]([C:10]1[CH:9]=[C:8]([C:5]2[CH:6]=[CH:7][C:2]([CH3:1])=[CH:3][CH:4]=2)[CH:13]=[C:12]([N+:14]([O-:16])=[O:15])[CH:11]=1)=[O:19]. The yield is 0.920. (6) The reactants are [CH3:1][O:2][CH2:3][CH:4]([CH2:35][O:36][CH3:37])[O:5][C:6]1[CH:7]=[C:8]([O:24][C:25]2[CH:30]=[CH:29][C:28]([S:31]([CH3:34])(=[O:33])=[O:32])=[CH:27][N:26]=2)[CH:9]=[C:10]2[C:14]=1[NH:13][C:12]([C:15]1[S:16][CH:17]([CH2:20][C:21](O)=[O:22])[CH2:18][N:19]=1)=[CH:11]2.Cl.[CH2:39]([N:41]=C=NCCCN(C)C)C.ON1C2C=CC=CC=2N=N1.[Cl-].C[NH3+]. The catalyst is CN(C)C=O.C(N(CC)CC)C. The product is [CH3:37][O:36][CH2:35][CH:4]([CH2:3][O:2][CH3:1])[O:5][C:6]1[CH:7]=[C:8]([O:24][C:25]2[CH:30]=[CH:29][C:28]([S:31]([CH3:34])(=[O:33])=[O:32])=[CH:27][N:26]=2)[CH:9]=[C:10]2[C:14]=1[NH:13][C:12]([C:15]1[S:16][CH:17]([CH2:20][C:21]([NH:41][CH3:39])=[O:22])[CH2:18][N:19]=1)=[CH:11]2. The yield is 0.610. (7) The reactants are [NH2:1][C:2]1[C:7]2[O:8][CH2:9][C:10](=[O:12])[NH:11][C:6]=2[CH:5]=[C:4](Cl)[CH:3]=1.C(N(CC)CC)C. The catalyst is [Pd].CO. The product is [NH2:1][C:2]1[C:7]2[O:8][CH2:9][C:10](=[O:12])[NH:11][C:6]=2[CH:5]=[CH:4][CH:3]=1. The yield is 0.640.